This data is from Retrosynthesis with 50K atom-mapped reactions and 10 reaction types from USPTO. The task is: Predict the reactants needed to synthesize the given product. Given the product C/C(=C\c1cccc2c1NCCNC2=O)CCCC(=O)O, predict the reactants needed to synthesize it. The reactants are: COC(=O)CCC/C(C)=C/c1cccc2c1NCCNC2=O.